From a dataset of Forward reaction prediction with 1.9M reactions from USPTO patents (1976-2016). Predict the product of the given reaction. Given the reactants [CH2:1]([N:8]1[CH2:13][CH2:12][N:11]([C:14]2C(=O)N[C:17](=O)[NH:18][CH:19]=2)[CH2:10][CH2:9]1)[C:2]1[CH:7]=[CH:6][CH:5]=[CH:4][CH:3]=1.[H-].[Na+].CI.CC[O:28]C(C)=O.[CH3:32][N:33]([CH3:36])[CH:34]=[O:35], predict the reaction product. The product is: [CH2:1]([N:8]1[CH2:9][CH2:10][N:11]([C:14]2[C:34](=[O:35])[N:33]([CH3:36])[C:32](=[O:28])[N:18]([CH3:17])[CH:19]=2)[CH2:12][CH2:13]1)[C:2]1[CH:7]=[CH:6][CH:5]=[CH:4][CH:3]=1.